This data is from Peptide-MHC class II binding affinity with 134,281 pairs from IEDB. The task is: Regression. Given a peptide amino acid sequence and an MHC pseudo amino acid sequence, predict their binding affinity value. This is MHC class II binding data. The peptide sequence is AAATAHTTVYGAFAA. The binding affinity (normalized) is 0.0952. The MHC is HLA-DPA10103-DPB10601 with pseudo-sequence HLA-DPA10103-DPB10601.